Dataset: Forward reaction prediction with 1.9M reactions from USPTO patents (1976-2016). Task: Predict the product of the given reaction. (1) The product is: [CH3:1][N:2]([CH3:35])[C:3](=[O:34])[O:4][CH:5]([C:12]1[N:13]([CH3:33])[C:14]([C:23]2[S:24][C:25]3[N:26]=[CH:27][N:28]=[C:29]([NH2:32])[C:30]=3[N:31]=2)=[C:15]([C:17]2[CH:22]=[CH:21][CH:20]=[CH:19][CH:18]=2)[N:16]=1)[C:6]1[C:7]2[O:46][CH2:36][O:37][C:8]=2[CH:9]=[CH:10][CH:11]=1. Given the reactants [CH3:1][N:2]([CH3:35])[C:3](=[O:34])[O:4][CH:5]([C:12]1[N:13]([CH3:33])[C:14]([C:23]2[S:24][C:25]3[N:26]=[CH:27][N:28]=[C:29]([NH2:32])[C:30]=3[N:31]=2)=[C:15]([C:17]2[CH:22]=[CH:21][CH:20]=[CH:19][CH:18]=2)[N:16]=1)[C:6]1[CH:11]=[CH:10][CH:9]=[CH:8][CH:7]=1.[CH2:36]1[O:46]C2C(=C(C=CC=2)C=O)[O:37]1, predict the reaction product. (2) Given the reactants [Br:1][C:2]1[CH:3]=[CH:4][C:5](F)=[N:6][CH:7]=1.[NH:9]1[CH:13]=[C:12]([CH:14]=[O:15])[N:11]=[CH:10]1.C([O-])([O-])=O.[K+].[K+].O, predict the reaction product. The product is: [Br:1][C:2]1[CH:3]=[CH:4][C:5]([N:9]2[CH:13]=[C:12]([CH:14]=[O:15])[N:11]=[CH:10]2)=[N:6][CH:7]=1. (3) Given the reactants [CH3:1][NH:2][CH2:3][C:4]1[CH:9]=[CH:8][C:7]([C:10]2[O:14][N:13]=[C:12]([O:15][CH2:16][O:17][CH3:18])[CH:11]=2)=[CH:6][CH:5]=1.[CH:19]([O:22][C:23]1[CH:24]=[C:25]([CH:29]=[CH:30][CH:31]=1)[C:26](Cl)=[O:27])([CH3:21])[CH3:20].C(N(CC)CC)C, predict the reaction product. The product is: [CH:19]([O:22][C:23]1[CH:24]=[C:25]([CH:29]=[CH:30][CH:31]=1)[C:26]([N:2]([CH2:3][C:4]1[CH:5]=[CH:6][C:7]([C:10]2[O:14][N:13]=[C:12]([O:15][CH2:16][O:17][CH3:18])[CH:11]=2)=[CH:8][CH:9]=1)[CH3:1])=[O:27])([CH3:21])[CH3:20]. (4) The product is: [C:1]([O:5][C:6](=[O:7])[NH:8][C@H:9]([C:10]1[N:22]([C:23]2[CH:28]=[CH:27][CH:26]=[CH:25][CH:24]=2)[C:16]2[C:15]([F:14])=[CH:20][CH:19]=[CH:18][C:17]=2[N:21]=1)[CH3:13])([CH3:4])([CH3:3])[CH3:2]. Given the reactants [C:1]([O:5][C:6]([NH:8][C@@H:9]([CH3:13])[C:10](O)=O)=[O:7])([CH3:4])([CH3:3])[CH3:2].[F:14][C:15]1[CH:20]=[CH:19][CH:18]=[C:17]([NH2:21])[C:16]=1[NH:22][C:23]1[CH:28]=[CH:27][CH:26]=[CH:25][CH:24]=1.C1C=NC2N(O)N=NC=2C=1.CN1CCOCC1.Cl.CN(C)CCCN=C=NCC, predict the reaction product. (5) Given the reactants [Br:1][C:2]1[CH:10]=[CH:9][C:5]([C:6]([OH:8])=O)=[C:4]([F:11])[CH:3]=1.S(Cl)(Cl)=O.[Cl-:16].[Al+3].[Cl-].[Cl-].[CH:20]1[CH:25]=CC=CC=1, predict the reaction product. The product is: [Br:1][C:2]1[CH:10]=[CH:9][C:5]([C:6](=[O:8])[CH2:25][CH2:20][Cl:16])=[C:4]([F:11])[CH:3]=1. (6) The product is: [N:12]1([C@H:13]([CH2:16][CH3:17])[CH2:14][OH:15])[C:11]2[C:10]3[CH:9]=[CH:8][CH:7]=[CH:6][C:5]=3[N:4]=[CH:3][C:2]=2[N:1]=[CH:18]1. Given the reactants [NH2:1][C:2]1[CH:3]=[N:4][C:5]2[C:10]([C:11]=1[NH:12][C@H:13]([CH2:16][CH3:17])[CH2:14][OH:15])=[CH:9][CH:8]=[CH:7][CH:6]=2.[CH2:18](OC(OCC)OCC)C, predict the reaction product. (7) Given the reactants [C:1]([NH:5][S:6]([CH2:9][CH2:10][N:11]1[C:16](=[O:17])[C:15]2([CH2:20][OH:21])[CH2:18][CH2:19][CH:12]1[CH2:13][CH2:14]2)(=[O:8])=[O:7])([CH3:4])([CH3:3])[CH3:2].[H-].[Na+].[CH2:24](Br)[C:25]1[CH:30]=[CH:29][CH:28]=[CH:27][CH:26]=1.Cl, predict the reaction product. The product is: [CH2:24]([O:21][CH2:20][C:15]12[CH2:14][CH2:13][CH:12]([CH2:19][CH2:18]1)[N:11]([CH2:10][CH2:9][S:6]([NH:5][C:1]([CH3:4])([CH3:3])[CH3:2])(=[O:7])=[O:8])[C:16]2=[O:17])[C:25]1[CH:30]=[CH:29][CH:28]=[CH:27][CH:26]=1.